The task is: Predict the product of the given reaction.. This data is from Forward reaction prediction with 1.9M reactions from USPTO patents (1976-2016). (1) The product is: [C:1]([N:4]1[CH2:5][CH:6]=[C:7]([C:10]2[C:19]3[C:14](=[CH:15][CH:16]=[CH:17][CH:18]=3)[C:13](=[O:20])[O:12][C:11]=2[CH:21]([N:23]2[C:27]3=[N:28][CH:29]=[N:30][C:31]([NH2:32])=[C:26]3[C:25]([C:33]3[CH:34]=[C:35]([F:40])[CH:36]=[C:37]([O:39][Si:45]([C:42]([CH3:44])([CH3:43])[CH3:41])([CH3:47])[CH3:46])[CH:38]=3)=[N:24]2)[CH3:22])[CH2:8][CH2:9]1)(=[O:3])[CH3:2]. Given the reactants [C:1]([N:4]1[CH2:9][CH:8]=[C:7]([C:10]2[C:19]3[C:14](=[CH:15][CH:16]=[CH:17][CH:18]=3)[C:13](=[O:20])[O:12][C:11]=2[CH:21]([N:23]2[C:27]3=[N:28][CH:29]=[N:30][C:31]([NH2:32])=[C:26]3[C:25]([C:33]3[CH:38]=[C:37]([OH:39])[CH:36]=[C:35]([F:40])[CH:34]=3)=[N:24]2)[CH3:22])[CH2:6][CH2:5]1)(=[O:3])[CH3:2].[CH3:41][C:42]([Si:45](Cl)([CH3:47])[CH3:46])([CH3:44])[CH3:43].N1C=CN=C1, predict the reaction product. (2) Given the reactants [C:1]([OH:10])(=O)[C:2]1[C:3](=[CH:5][CH:6]=[CH:7][CH:8]=1)[OH:4].Cl.[CH3:12][O:13][C:14](=[O:19])[C@H:15]([CH2:17][SH:18])[NH2:16].CCN=C=NCCCN(C)C.CN1CCOCC1, predict the reaction product. The product is: [OH:4][C:3]1[CH:5]=[CH:6][CH:7]=[CH:8][C:2]=1[C:1]([NH:16][C@@H:15]([CH2:17][SH:18])[C:14]([O:13][CH3:12])=[O:19])=[O:10]. (3) The product is: [Cl:1][C:2]1[CH:7]=[CH:6][C:5]([C:8]2[CH:9]=[C:10]([C:20]([N:31]3[CH2:32][CH2:33][CH2:34][N:30]3[C:28]([O:27][C:24]([CH3:26])([CH3:25])[CH3:23])=[O:29])=[O:22])[CH:11]=[N:12][C:13]=2[O:14][CH2:15][C:16]([F:18])([F:19])[F:17])=[CH:4][CH:3]=1. Given the reactants [Cl:1][C:2]1[CH:7]=[CH:6][C:5]([C:8]2[CH:9]=[C:10]([C:20]([OH:22])=O)[CH:11]=[N:12][C:13]=2[O:14][CH2:15][C:16]([F:19])([F:18])[F:17])=[CH:4][CH:3]=1.[CH3:23][C:24]([O:27][C:28]([N:30]1[CH2:34][CH2:33][CH2:32][NH:31]1)=[O:29])([CH3:26])[CH3:25], predict the reaction product. (4) Given the reactants [Cl:1][C:2]1[CH:23]=[CH:22][C:5]([C:6]([N:8]([CH3:21])[C:9]2[CH:20]=[CH:19][CH:18]=[CH:17][C:10]=2[O:11][CH2:12][CH2:13][C:14]([OH:16])=[O:15])=[O:7])=[CH:4][C:3]=1[C:24]1[CH:25]=[N:26][C:27]([C:32]([F:35])([F:34])[F:33])=[CH:28][C:29]=1[C:30]#[N:31].[C:36]([O:42][CH2:43]Cl)(=[O:41])[C:37]([CH3:40])([CH3:39])[CH3:38].C(N(CC)CC)C.[Na+].[I-], predict the reaction product. The product is: [Cl:1][C:2]1[CH:23]=[CH:22][C:5]([C:6]([N:8]([CH3:21])[C:9]2[CH:20]=[CH:19][CH:18]=[CH:17][C:10]=2[O:11][CH2:12][CH2:13][C:14]([O:16][CH2:43][O:42][C:36](=[O:41])[C:37]([CH3:40])([CH3:39])[CH3:38])=[O:15])=[O:7])=[CH:4][C:3]=1[C:24]1[CH:25]=[N:26][C:27]([C:32]([F:35])([F:33])[F:34])=[CH:28][C:29]=1[C:30]#[N:31]. (5) The product is: [Cl:20][C:21]1[CH:29]=[CH:28][CH:27]=[C:26]2[C:22]=1[C:23]1([C:39]3=[CH:40][C:41]4[O:45][CH2:44][O:43][C:42]=4[CH:46]=[C:38]3[O:37][CH2:36]1)[C:24](=[O:35])[N:25]2[CH2:30][C:31]1[N:32]=[C:1]([CH:2]([CH3:4])[CH3:3])[O:34][N:33]=1. Given the reactants [C:1](Cl)(=O)[CH:2]([CH3:4])[CH3:3].CC(C)(C)C(OC(=O)C(C)(C)C)=O.[Cl:20][C:21]1[CH:29]=[CH:28][CH:27]=[C:26]2[C:22]=1[C:23]1([C:39]3=[CH:40][C:41]4[O:45][CH2:44][O:43][C:42]=4[CH:46]=[C:38]3[O:37][CH2:36]1)[C:24](=[O:35])[N:25]2[CH2:30][C:31](=[N:33][OH:34])[NH2:32].ON=C(N)CN1C2C(=CC=CC=2)C2(C3=CC4OCOC=4C=C3OC2)C1=O, predict the reaction product. (6) Given the reactants Br[C:2]1[S:6][C:5]([C:7]([O:9][CH2:10][CH3:11])=[O:8])=[CH:4][CH:3]=1.[CH3:12][C:13]1([CH3:19])[CH2:18][NH:17][CH2:16][CH2:15][NH:14]1.C1(P(C2C=CC=CC=2)C2C=CC3C(=CC=CC=3)C=2C2C3C(=CC=CC=3)C=CC=2P(C2C=CC=CC=2)C2C=CC=CC=2)C=CC=CC=1.C(=O)([O-])[O-].[Cs+].[Cs+], predict the reaction product. The product is: [CH3:12][C:13]1([CH3:19])[NH:14][CH2:15][CH2:16][N:17]([C:2]2[S:6][C:5]([C:7]([O:9][CH2:10][CH3:11])=[O:8])=[CH:4][CH:3]=2)[CH2:18]1. (7) Given the reactants Cl[C:2]([O:4][CH:5]([Cl:7])[CH3:6])=[O:3].[OH:8][CH2:9][CH2:10][S:11][S:12][CH2:13][CH2:14][O:15][C:16]([NH:18][CH2:19][C:20]1([CH2:26][C:27]([O:29][CH2:30][CH3:31])=[O:28])[CH2:25][CH2:24][CH2:23][CH2:22][CH2:21]1)=[O:17].N1C=CC=CC=1, predict the reaction product. The product is: [Cl:7][CH:5]([CH3:6])[O:4][C:2](=[O:3])[O:8][CH2:9][CH2:10][S:11][S:12][CH2:13][CH2:14][O:15][C:16](=[O:17])[NH:18][CH2:19][C:20]1([CH2:26][C:27]([O:29][CH2:30][CH3:31])=[O:28])[CH2:25][CH2:24][CH2:23][CH2:22][CH2:21]1.